From a dataset of Peptide-MHC class I binding affinity with 185,985 pairs from IEDB/IMGT. Regression. Given a peptide amino acid sequence and an MHC pseudo amino acid sequence, predict their binding affinity value. This is MHC class I binding data. (1) The peptide sequence is YHFDPVHHL. The MHC is HLA-B15:01 with pseudo-sequence HLA-B15:01. The binding affinity (normalized) is 0.0847. (2) The peptide sequence is FTSCELYHY. The MHC is HLA-A26:01 with pseudo-sequence HLA-A26:01. The binding affinity (normalized) is 0.381. (3) The peptide sequence is GLVDIDDEY. The MHC is HLA-A11:01 with pseudo-sequence HLA-A11:01. The binding affinity (normalized) is 0. (4) The peptide sequence is TNIRQAGVQY. The MHC is HLA-A02:02 with pseudo-sequence HLA-A02:02. The binding affinity (normalized) is 0. (5) The peptide sequence is NPQGERRAF. The MHC is HLA-B44:02 with pseudo-sequence HLA-B44:02. The binding affinity (normalized) is 0.213.